From a dataset of Forward reaction prediction with 1.9M reactions from USPTO patents (1976-2016). Predict the product of the given reaction. (1) Given the reactants [Cl:1][C:2]1[C:10]2[N:9]=[C:8]3[CH:11]([C:16]4[CH:21]=[CH:20][C:19]([Cl:22])=[CH:18][C:17]=4[Cl:23])[O:12][CH2:13][CH2:14][CH2:15][N:7]3[C:6]=2[C:5]([CH:24]([CH:26]2[CH2:28][CH2:27]2)[OH:25])=[CH:4][CH:3]=1.CC(OI1(OC(C)=O)(OC(C)=O)OC(=O)C2C=CC=CC1=2)=O, predict the reaction product. The product is: [Cl:1][C:2]1[C:10]2[N:9]=[C:8]3[CH:11]([C:16]4[CH:21]=[CH:20][C:19]([Cl:22])=[CH:18][C:17]=4[Cl:23])[O:12][CH2:13][CH2:14][CH2:15][N:7]3[C:6]=2[C:5]([C:24]([CH:26]2[CH2:28][CH2:27]2)=[O:25])=[CH:4][CH:3]=1. (2) Given the reactants [C:1]([O:5][C:6](=[O:41])[NH:7][C:8]1([C:16]#[C:17][C:18]2[CH:23]=[CH:22][C:21]([O:24][CH2:25][CH2:26][CH2:27][CH2:28][CH2:29][CH2:30][CH3:31])=[C:20]([CH2:32][O:33][Si](C(C)(C)C)(C)C)[CH:19]=2)[CH2:13][O:12][C:11]([CH3:15])([CH3:14])[O:10][CH2:9]1)([CH3:4])([CH3:3])[CH3:2], predict the reaction product. The product is: [C:1]([O:5][C:6](=[O:41])[NH:7][C:8]1([CH2:16][CH2:17][C:18]2[CH:23]=[CH:22][C:21]([O:24][CH2:25][CH2:26][CH2:27][CH2:28][CH2:29][CH2:30][CH3:31])=[C:20]([CH2:32][OH:33])[CH:19]=2)[CH2:9][O:10][C:11]([CH3:15])([CH3:14])[O:12][CH2:13]1)([CH3:2])([CH3:3])[CH3:4].